From a dataset of Catalyst prediction with 721,799 reactions and 888 catalyst types from USPTO. Predict which catalyst facilitates the given reaction. (1) Reactant: C1(C(C2C=CC=CC=2)[N:8]2[C:16]3[C:11](=[C:12]([F:17])[CH:13]=[CH:14][CH:15]=3)[C:10]3([C:29]4[C:20](=[CH:21][C:22]5[O:27][CH2:26][CH2:25][O:24][C:23]=5[CH:28]=4)[O:19][CH2:18]3)[C:9]2=[O:30])C=CC=CC=1.C([SiH](CC)CC)C. Product: [F:17][C:12]1[CH:13]=[CH:14][CH:15]=[C:16]2[C:11]=1[C:10]1([C:29]3[C:20](=[CH:21][C:22]4[O:27][CH2:26][CH2:25][O:24][C:23]=4[CH:28]=3)[O:19][CH2:18]1)[C:9](=[O:30])[NH:8]2. The catalyst class is: 55. (2) Reactant: [F:1][C:2]([F:7])([F:6])[C:3]([NH2:5])=[NH:4].Cl.[CH3:9][O:10][C:11]1[CH:16]=[CH:15][C:14]([NH:17]N)=[CH:13][CH:12]=1.C(N(CC)CC)C. Product: [F:1][C:2]([F:7])([F:6])[C:3](=[N:5][NH:17][C:14]1[CH:15]=[CH:16][C:11]([O:10][CH3:9])=[CH:12][CH:13]=1)[NH2:4]. The catalyst class is: 5. (3) Reactant: [F:1][C:2]([F:32])([F:31])[C:3]1[CH:8]=[CH:7][C:6]([C:9]2[N:14]=[C:13]([CH:15]=[CH2:16])[N:12]=[C:11]([O:17][C:18]3[C:23]4[N:24]=[C:25]([NH:27][C:28](=[O:30])[CH3:29])[S:26][C:22]=4[CH:21]=[CH:20][CH:19]=3)[CH:10]=2)=[CH:5][CH:4]=1.[NH:33]1[CH2:38][CH2:37][O:36][CH2:35][CH2:34]1.C(O)(=O)C. Product: [N:33]1([CH2:16][CH2:15][C:13]2[N:12]=[C:11]([O:17][C:18]3[C:23]4[N:24]=[C:25]([NH:27][C:28](=[O:30])[CH3:29])[S:26][C:22]=4[CH:21]=[CH:20][CH:19]=3)[CH:10]=[C:9]([C:6]3[CH:7]=[CH:8][C:3]([C:2]([F:31])([F:1])[F:32])=[CH:4][CH:5]=3)[N:14]=2)[CH2:38][CH2:37][O:36][CH2:35][CH2:34]1. The catalyst class is: 8. (4) Reactant: [OH-].[Li+].[F:3][C:4]1[CH:5]=[C:6]([CH:10]2[N:15]([CH2:16][C:17]([O:19]C)=[O:18])[C:14](=[O:21])[C:13]3([CH2:27][O:26][CH2:25][CH2:24][O:23][CH2:22]3)[N:12]([C:28]([O:30][C:31]([CH3:34])([CH3:33])[CH3:32])=[O:29])[CH2:11]2)[CH:7]=[CH:8][CH:9]=1. Product: [C:31]([O:30][C:28]([N:12]1[C:13]2([CH2:27][O:26][CH2:25][CH2:24][O:23][CH2:22]2)[C:14](=[O:21])[N:15]([CH2:16][C:17]([OH:19])=[O:18])[CH:10]([C:6]2[CH:7]=[CH:8][CH:9]=[C:4]([F:3])[CH:5]=2)[CH2:11]1)=[O:29])([CH3:34])([CH3:32])[CH3:33]. The catalyst class is: 20. (5) Product: [Br-:1].[Cl:15][C:4]1[CH:5]=[C:6]([C:7]([O:9][CH2:10][CH3:11])=[O:8])[CH:12]=[C:13]([F:14])[C:3]=1[CH2:2][P+:22]([C:23]1[CH:24]=[CH:25][CH:26]=[CH:27][CH:28]=1)([C:29]1[CH:34]=[CH:33][CH:32]=[CH:31][CH:30]=1)[C:19]1[CH:18]=[CH:17][CH:16]=[CH:21][CH:20]=1. The catalyst class is: 11. Reactant: [Br:1][CH2:2][C:3]1[C:13]([F:14])=[CH:12][C:6]([C:7]([O:9][CH2:10][CH3:11])=[O:8])=[CH:5][C:4]=1[Cl:15].[CH:16]1[CH:21]=[CH:20][C:19]([P:22]([C:29]2[CH:34]=[CH:33][CH:32]=[CH:31][CH:30]=2)[C:23]2[CH:28]=[CH:27][CH:26]=[CH:25][CH:24]=2)=[CH:18][CH:17]=1. (6) Reactant: [O:1]=[C:2]1[NH:7][CH2:6][C@@H:5]([NH:8]C(OC(C)(C)C)=O)[CH2:4][CH2:3]1.C([Cl:19])(=O)C.C1(N)C(F)=C(F)C(F)=C(N)C=1F.Cl.Cl. Product: [ClH:19].[NH2:8][C@@H:5]1[CH2:6][NH:7][C:2](=[O:1])[CH2:3][CH2:4]1. The catalyst class is: 8. (7) Reactant: [NH2:1][CH2:2][C@@H:3]1[C@@H:11]([C@@:12]2([CH3:21])[CH2:17][CH2:16][C@H:15]([OH:18])[CH2:14][C@@H:13]2[CH2:19][OH:20])[CH2:10][CH2:9][C@@:8]2([CH3:22])[C@H:4]1[CH2:5][CH2:6][C:7]2=[CH2:23].C1CN([P+](ON2N=NC3C=CC=CC2=3)(N2CCCC2)N2CCCC2)CC1.F[P-](F)(F)(F)(F)F.[F:57][C:58]([F:69])([F:68])[C:59]1[CH:67]=[CH:66][C:62]([C:63](O)=[O:64])=[CH:61][CH:60]=1.CCN(C(C)C)C(C)C. Product: [OH:18][C@H:15]1[CH2:16][CH2:17][C@@:12]([C@H:11]2[CH2:10][CH2:9][C@@:8]3([CH3:22])[C@@H:4]([CH2:5][CH2:6][C:7]3=[CH2:23])[C@@H:3]2[CH2:2][NH:1][C:63](=[O:64])[C:62]2[CH:66]=[CH:67][C:59]([C:58]([F:57])([F:68])[F:69])=[CH:60][CH:61]=2)([CH3:21])[C@@H:13]([CH2:19][OH:20])[CH2:14]1. The catalyst class is: 329. (8) Reactant: Br[C:2]1[N:6]2[CH:7]=[C:8]([CH2:11][C:12]3[N:16]4[N:17]=[C:18]([C:21]5[CH:22]=[N:23][N:24]([CH3:26])[CH:25]=5)[CH:19]=[CH:20][C:15]4=[N:14][CH:13]=3)[CH:9]=[CH:10][C:5]2=[N:4][CH:3]=1.[CH3:27][N:28]1C(=O)CCC1.C([Cu])#N.CN(C=O)C. Product: [CH3:26][N:24]1[CH:25]=[C:21]([C:18]2[CH:19]=[CH:20][C:15]3[N:16]([C:12]([CH2:11][C:8]4[CH:9]=[CH:10][C:5]5[N:6]([C:2]([C:27]#[N:28])=[CH:3][N:4]=5)[CH:7]=4)=[CH:13][N:14]=3)[N:17]=2)[CH:22]=[N:23]1. The catalyst class is: 6. (9) Reactant: C(NC(C)C)(C)C.C([Li])CCC.[Cl:13][C:14]1[CH:19]=[CH:18][N:17]=[CH:16][C:15]=1[F:20].CN([CH:24]=[O:25])C. Product: [Cl:13][C:14]1[C:15]([F:20])=[CH:16][N:17]=[CH:18][C:19]=1[CH:24]=[O:25]. The catalyst class is: 1.